From a dataset of NCI-60 drug combinations with 297,098 pairs across 59 cell lines. Regression. Given two drug SMILES strings and cell line genomic features, predict the synergy score measuring deviation from expected non-interaction effect. (1) Drug 1: CCC1=C2CN3C(=CC4=C(C3=O)COC(=O)C4(CC)O)C2=NC5=C1C=C(C=C5)O. Drug 2: CC1CCCC2(C(O2)CC(NC(=O)CC(C(C(=O)C(C1O)C)(C)C)O)C(=CC3=CSC(=N3)C)C)C. Cell line: RXF 393. Synergy scores: CSS=26.9, Synergy_ZIP=0.784, Synergy_Bliss=-0.960, Synergy_Loewe=-3.66, Synergy_HSA=-2.12. (2) Drug 1: CN(C(=O)NC(C=O)C(C(C(CO)O)O)O)N=O. Drug 2: CC1CCCC2(C(O2)CC(NC(=O)CC(C(C(=O)C(C1O)C)(C)C)O)C(=CC3=CSC(=N3)C)C)C. Cell line: HT29. Synergy scores: CSS=42.8, Synergy_ZIP=-1.03, Synergy_Bliss=-3.99, Synergy_Loewe=-0.648, Synergy_HSA=-0.718. (3) Drug 1: C1CCC(C1)C(CC#N)N2C=C(C=N2)C3=C4C=CNC4=NC=N3. Drug 2: C(CN)CNCCSP(=O)(O)O. Cell line: DU-145. Synergy scores: CSS=7.20, Synergy_ZIP=-3.21, Synergy_Bliss=-0.447, Synergy_Loewe=-0.0986, Synergy_HSA=-0.154. (4) Drug 1: CC12CCC3C(C1CCC2O)C(CC4=C3C=CC(=C4)O)CCCCCCCCCS(=O)CCCC(C(F)(F)F)(F)F. Drug 2: C(CCl)NC(=O)N(CCCl)N=O. Cell line: HCC-2998. Synergy scores: CSS=-6.34, Synergy_ZIP=4.83, Synergy_Bliss=1.91, Synergy_Loewe=-4.12, Synergy_HSA=-6.41. (5) Drug 1: CN1CCC(CC1)COC2=C(C=C3C(=C2)N=CN=C3NC4=C(C=C(C=C4)Br)F)OC. Drug 2: CN(C)C1=NC(=NC(=N1)N(C)C)N(C)C. Cell line: M14. Synergy scores: CSS=-15.1, Synergy_ZIP=3.28, Synergy_Bliss=-8.56, Synergy_Loewe=-11.5, Synergy_HSA=-12.6. (6) Drug 1: CCC1=CC2CC(C3=C(CN(C2)C1)C4=CC=CC=C4N3)(C5=C(C=C6C(=C5)C78CCN9C7C(C=CC9)(C(C(C8N6C)(C(=O)OC)O)OC(=O)C)CC)OC)C(=O)OC.C(C(C(=O)O)O)(C(=O)O)O. Drug 2: COC1=CC(=CC(=C1O)OC)C2C3C(COC3=O)C(C4=CC5=C(C=C24)OCO5)OC6C(C(C7C(O6)COC(O7)C8=CC=CS8)O)O. Cell line: SF-539. Synergy scores: CSS=51.7, Synergy_ZIP=-1.50, Synergy_Bliss=-1.37, Synergy_Loewe=-3.68, Synergy_HSA=1.18. (7) Drug 1: C1CC(=O)NC(=O)C1N2CC3=C(C2=O)C=CC=C3N. Drug 2: C1=C(C(=O)NC(=O)N1)F. Cell line: BT-549. Synergy scores: CSS=36.1, Synergy_ZIP=0.748, Synergy_Bliss=2.71, Synergy_Loewe=1.65, Synergy_HSA=5.73.